Task: Predict the product of the given reaction.. Dataset: Forward reaction prediction with 1.9M reactions from USPTO patents (1976-2016) (1) Given the reactants [CH2:1]([O:8][C:9]1[N:14]2[N:15]=[C:16]([CH3:21])[C:17]([C:18]([OH:20])=O)=[C:13]2[CH:12]=[C:11]([CH3:22])[CH:10]=1)[C:2]1[CH:7]=[CH:6][CH:5]=[CH:4][CH:3]=1.ON1C2N=CC=CC=2N=N1.Cl.CN(C)CCCN=C=NCC.C(N(CC)C(C)C)(C)C.[C:54]([O:58][C:59](=[O:68])[NH:60][C:61]([CH2:66][NH2:67])([CH3:65])[CH2:62][CH2:63][CH3:64])([CH3:57])([CH3:56])[CH3:55], predict the reaction product. The product is: [C:54]([O:58][C:59](=[O:68])[NH:60][C:61]([CH3:65])([CH2:62][CH2:63][CH3:64])[CH2:66][NH:67][C:18]([C:17]1[C:16]([CH3:21])=[N:15][N:14]2[C:9]([O:8][CH2:1][C:2]3[CH:3]=[CH:4][CH:5]=[CH:6][CH:7]=3)=[CH:10][C:11]([CH3:22])=[CH:12][C:13]=12)=[O:20])([CH3:57])([CH3:56])[CH3:55]. (2) Given the reactants [CH3:1][O:2][C:3]1[CH:4]=[C:5]([C:17]2[CH:18]=[CH:19][C:20]3[N:21]([N:23]=[C:24]([NH:26][C:27](=[O:41])[C:28]4[CH:33]=[CH:32][C:31]([CH2:34][N:35]5[CH2:40][CH2:39][CH2:38][CH2:37][CH2:36]5)=[CH:30][CH:29]=4)[N:25]=3)[CH:22]=2)[CH:6]=[CH:7][C:8]=1[O:9]CC1C=CC=CC=1.FC(F)(F)C(O)=O, predict the reaction product. The product is: [OH:9][C:8]1[CH:7]=[CH:6][C:5]([C:17]2[CH:18]=[CH:19][C:20]3[N:21]([N:23]=[C:24]([NH:26][C:27](=[O:41])[C:28]4[CH:29]=[CH:30][C:31]([CH2:34][N:35]5[CH2:40][CH2:39][CH2:38][CH2:37][CH2:36]5)=[CH:32][CH:33]=4)[N:25]=3)[CH:22]=2)=[CH:4][C:3]=1[O:2][CH3:1]. (3) Given the reactants [N+:1]([C:4]1[CH:5]=[C:6]([NH2:11])[C:7]([NH2:10])=[N:8][CH:9]=1)([O-:3])=[O:2].[C:12](O)(=O)[C:13]1[CH:18]=[CH:17][N:16]=[CH:15][CH:14]=1.P(OC1C=CC=CC=1)(OC1C=CC=CC=1)OC1C=CC=CC=1, predict the reaction product. The product is: [N+:1]([C:4]1[CH:5]=[C:6]2[N:11]=[C:12]([C:13]3[CH:18]=[CH:17][N:16]=[CH:15][CH:14]=3)[NH:10][C:7]2=[N:8][CH:9]=1)([O-:3])=[O:2]. (4) Given the reactants FC(F)(F)C(O)=O.[Cl:8][C:9]1[C:10]([F:16])=[C:11]([OH:15])[CH:12]=[CH:13][CH:14]=1.[Cl:17]N1C(=O)CCC1=O, predict the reaction product. The product is: [Cl:8][C:9]1[C:10]([F:16])=[C:11]([OH:15])[CH:12]=[CH:13][C:14]=1[Cl:17]. (5) Given the reactants [C:1]1([CH3:15])[CH:6]=[C:5]([CH3:7])[CH:4]=[C:3]([CH3:8])[C:2]=1[O:9][C@H:10]([CH3:14])[C:11]([OH:13])=O.C([N:19](C(C)C)CC)(C)C.N[N:26]([CH:34]=[NH:35])[C:27](=[O:33])[O:28][C:29]([CH3:32])([CH3:31])[CH3:30].O.ON1C2C=CC=CC=2N=N1.F[P-](F)(F)(F)(F)F.N1(OC(N(C)C)=[N+](C)C)C2C=CC=CC=2N=N1, predict the reaction product. The product is: [NH:19]=[C:34]([NH:26][C:27](=[O:33])[O:28][C:29]([CH3:32])([CH3:31])[CH3:30])[NH:35][C:11](=[O:13])[C@H:10]([O:9][C:2]1[C:1]([CH3:15])=[CH:6][C:5]([CH3:7])=[CH:4][C:3]=1[CH3:8])[CH3:14]. (6) Given the reactants C(OC([N:8]1[CH2:13][CH2:12][CH:11]([O:14][C:15]2[CH:20]=[CH:19][C:18]([S:21](=[O:35])(=[O:34])[N:22]([CH:30]3[CH2:33][CH2:32][CH2:31]3)[C:23]3[CH:28]=[CH:27][CH:26]=[C:25]([F:29])[CH:24]=3)=[CH:17][CH:16]=2)[CH2:10][CH2:9]1)=O)(C)(C)C.C(O)(C(F)(F)F)=O, predict the reaction product. The product is: [CH:30]1([N:22]([C:23]2[CH:28]=[CH:27][CH:26]=[C:25]([F:29])[CH:24]=2)[S:21]([C:18]2[CH:19]=[CH:20][C:15]([O:14][CH:11]3[CH2:10][CH2:9][NH:8][CH2:13][CH2:12]3)=[CH:16][CH:17]=2)(=[O:35])=[O:34])[CH2:33][CH2:32][CH2:31]1. (7) Given the reactants [Br:1][C:2]1[CH:3]=[C:4]([NH:9][C:10]([NH:12][C:13](=[O:20])[C:14]2[CH:19]=[CH:18][CH:17]=[CH:16][CH:15]=2)=[S:11])[C:5](F)=[N:6][CH:7]=1.[OH-].[Na+], predict the reaction product. The product is: [Br:1][C:2]1[CH:3]=[C:4]2[N:9]=[C:10]([NH:12][C:13](=[O:20])[C:14]3[CH:19]=[CH:18][CH:17]=[CH:16][CH:15]=3)[S:11][C:5]2=[N:6][CH:7]=1.